Dataset: Forward reaction prediction with 1.9M reactions from USPTO patents (1976-2016). Task: Predict the product of the given reaction. (1) Given the reactants [CH3:1][N:2]1[N:6]=[N:5][C:4]([C:7]2[CH:12]=[CH:11][C:10]([CH3:13])=[CH:9][CH:8]=2)=[N:3]1.[Br:14]N1C(=O)CCC1=O, predict the reaction product. The product is: [Br:14][CH2:13][C:10]1[CH:11]=[CH:12][C:7]([C:4]2[N:5]=[N:6][N:2]([CH3:1])[N:3]=2)=[CH:8][CH:9]=1. (2) Given the reactants [CH2:1]([N:8]1[CH2:13][CH2:12][C:11]([N:21]([C:25]2[CH:30]=[CH:29][CH:28]=[CH:27][CH:26]=2)[C:22](=[O:24])[CH3:23])([C:14]2[CH:19]=[C:18]([CH3:20])[CH:17]=[CH:16][N:15]=2)[CH2:10][CH2:9]1)[C:2]1[CH:7]=[CH:6][CH:5]=[CH:4][CH:3]=1.[C:31]([OH:36])(=[O:35])[C:32]([OH:34])=[O:33], predict the reaction product. The product is: [C:31]([OH:36])(=[O:35])[C:32]([OH:34])=[O:33].[CH2:1]([N:8]1[CH2:9][CH2:10][C:11]([N:21]([C:25]2[CH:30]=[CH:29][CH:28]=[CH:27][CH:26]=2)[C:22](=[O:24])[CH3:23])([C:14]2[CH:19]=[C:18]([CH3:20])[CH:17]=[CH:16][N:15]=2)[CH2:12][CH2:13]1)[C:2]1[CH:7]=[CH:6][CH:5]=[CH:4][CH:3]=1. (3) Given the reactants [CH3:1][C:2]1[CH:7]=[CH:6][C:5]([S:8](/[N:11]=[C:12]2/[NH:13][CH:14]=[CH:15][N:16]=[CH:17]/2)(=[O:10])=[O:9])=[CH:4][CH:3]=1.C(N(C(C)C)CC)(C)C.I[CH2:28][C:29]([NH2:31])=[O:30].O, predict the reaction product. The product is: [CH3:1][C:2]1[CH:7]=[CH:6][C:5]([S:8](/[N:11]=[C:12]2/[N:13]([CH2:28][C:29]([NH2:31])=[O:30])[CH:14]=[CH:15][N:16]=[CH:17]/2)(=[O:10])=[O:9])=[CH:4][CH:3]=1. (4) Given the reactants Br[CH2:2][CH2:3][O:4][CH2:5][CH2:6][O:7][CH2:8][CH2:9][O:10][CH3:11].[NH2:12][C:13]1[CH:14]=[C:15]([OH:21])[CH:16]=[C:17]([O:19][CH3:20])[CH:18]=1.C(=O)([O-])[O-].[K+].[K+].[I-].[Na+], predict the reaction product. The product is: [CH3:20][O:19][C:17]1[CH:18]=[C:13]([CH:14]=[C:15]([O:21][CH2:2][CH2:3][O:4][CH2:5][CH2:6][O:7][CH2:8][CH2:9][O:10][CH3:11])[CH:16]=1)[NH2:12]. (5) Given the reactants Br[C:2]1[CH:3]=[N:4][CH:5]=[N:6][CH:7]=1.[C:8]([O:12][CH3:13])(=[O:11])[CH:9]=[CH2:10], predict the reaction product. The product is: [N:4]1[CH:3]=[C:2](/[CH:10]=[CH:9]/[C:8]([O:12][CH3:13])=[O:11])[CH:7]=[N:6][CH:5]=1. (6) Given the reactants [C:1]([S:5]([C:8]1[CH:9]=[C:10]2[C:15](=[CH:16][C:17]=1[O:18]C)[N:14]=[CH:13][CH:12]=[C:11]2[NH:20][C:21]1[C:25]([CH3:26])=[C:24]([CH3:27])[NH:23][N:22]=1)(=[O:7])=[O:6])([CH3:4])([CH3:3])[CH3:2].CC([S-])C.[Na+], predict the reaction product. The product is: [C:1]([S:5]([C:8]1[CH:9]=[C:10]2[C:15](=[CH:16][C:17]=1[OH:18])[N:14]=[CH:13][CH:12]=[C:11]2[NH:20][C:21]1[C:25]([CH3:26])=[C:24]([CH3:27])[NH:23][N:22]=1)(=[O:6])=[O:7])([CH3:4])([CH3:3])[CH3:2]. (7) The product is: [C:33]1([NH:39][C:40](=[O:51])[O:41][CH:42]2[CH2:43][CH:44]3[CH:48]([CH2:47][CH:6]([NH:7][CH2:8][C:9]([N:11]4[CH2:15][CH2:14][CH2:13][CH:12]4[C:16]#[N:17])=[O:10])[CH2:45]3)[CH2:49]2)[CH:34]=[CH:35][CH:36]=[CH:37][CH:38]=1. Given the reactants C(O[C:6](=O)[NH:7][CH2:8][C:9]([N:11]1[CH2:15][CH2:14][CH2:13][CH:12]1[C:16]#[N:17])=[O:10])(C)(C)C.FC(F)(F)C(O)=O.C(N(CC)CC)C.[C:33]1([NH:39][C:40](=[O:51])[O:41][CH:42]2[CH2:49][CH:48]3[CH:44]([CH2:45]C(=O)[CH2:47]3)[CH2:43]2)[CH:38]=[CH:37][CH:36]=[CH:35][CH:34]=1.C(O[BH-](OC(=O)C)OC(=O)C)(=O)C.[Na+], predict the reaction product. (8) Given the reactants [CH3:1][C:2](O)([CH3:14])[CH2:3][C:4]1[CH:9]=[CH:8][C:7]([C:10]([F:13])([F:12])[F:11])=[CH:6][CH:5]=1.C[Si]([N:20]=[N+:21]=[N-:22])(C)C, predict the reaction product. The product is: [N:20]([C:2]([CH3:14])([CH3:1])[CH2:3][C:4]1[CH:9]=[CH:8][C:7]([C:10]([F:13])([F:12])[F:11])=[CH:6][CH:5]=1)=[N+:21]=[N-:22]. (9) Given the reactants [F-:1].[Cs+].O[C:4]1[CH:5]=[C:6]2[C:12]([C:13]([O:15][CH3:16])=[O:14])=[N:11][N:10]([CH2:17][O:18][CH2:19][CH2:20][Si:21]([CH3:24])([CH3:23])[CH3:22])[C:7]2=[N:8][CH:9]=1, predict the reaction product. The product is: [F:1][C:4]1[CH:5]=[C:6]2[C:12]([C:13]([O:15][CH3:16])=[O:14])=[N:11][N:10]([CH2:17][O:18][CH2:19][CH2:20][Si:21]([CH3:24])([CH3:23])[CH3:22])[C:7]2=[N:8][CH:9]=1.